From a dataset of Forward reaction prediction with 1.9M reactions from USPTO patents (1976-2016). Predict the product of the given reaction. (1) Given the reactants [OH:1][CH2:2][CH2:3][N:4]1[CH2:8][CH2:7][N:6]([C:9]2[C:13]([NH:14][C:15]([C:17]3[N:18]=[C:19]([C:22]4[CH:27]=[CH:26][N:25]=[C:24]([N:28]([CH2:36][C:37]([F:40])([F:39])[F:38])C(=O)OC(C)(C)C)[CH:23]=4)[O:20][CH:21]=3)=[O:16])=[CH:12][N:11]([CH3:41])[N:10]=2)[C:5]1=[O:42].Cl, predict the reaction product. The product is: [OH:1][CH2:2][CH2:3][N:4]1[CH2:8][CH2:7][N:6]([C:9]2[C:13]([NH:14][C:15]([C:17]3[N:18]=[C:19]([C:22]4[CH:27]=[CH:26][N:25]=[C:24]([NH:28][CH2:36][C:37]([F:38])([F:40])[F:39])[CH:23]=4)[O:20][CH:21]=3)=[O:16])=[CH:12][N:11]([CH3:41])[N:10]=2)[C:5]1=[O:42]. (2) Given the reactants [CH3:1][C:2]([OH:16])([CH3:15])[CH2:3][C:4]1[N:5]([CH:9]2[CH2:14][CH2:13][CH2:12][CH2:11][O:10]2)[CH:6]=[CH:7][N:8]=1.C1C(=O)N([Br:24])C(=O)C1, predict the reaction product. The product is: [Br:24][C:7]1[N:8]=[C:4]([CH2:3][C:2]([CH3:1])([OH:16])[CH3:15])[N:5]([CH:9]2[CH2:14][CH2:13][CH2:12][CH2:11][O:10]2)[CH:6]=1. (3) Given the reactants [CH3:1][O:2][C:3]1[CH:4]=[CH:5][CH:6]=[C:7]2[C:12]=1[CH:11]=[C:10]([C:13]#N)[CH:9]=[CH:8]2.[OH-:15].[K+].Cl.C(O)C.[OH2:21], predict the reaction product. The product is: [CH3:1][O:2][C:3]1[CH:4]=[CH:5][CH:6]=[C:7]2[C:12]=1[CH:11]=[C:10]([C:13]([OH:21])=[O:15])[CH:9]=[CH:8]2.